This data is from NCI-60 drug combinations with 297,098 pairs across 59 cell lines. The task is: Regression. Given two drug SMILES strings and cell line genomic features, predict the synergy score measuring deviation from expected non-interaction effect. (1) Drug 1: C1CCN(CC1)CCOC2=CC=C(C=C2)C(=O)C3=C(SC4=C3C=CC(=C4)O)C5=CC=C(C=C5)O. Drug 2: C1=NNC2=C1C(=O)NC=N2. Cell line: CCRF-CEM. Synergy scores: CSS=41.5, Synergy_ZIP=5.19, Synergy_Bliss=6.48, Synergy_Loewe=3.28, Synergy_HSA=3.69. (2) Drug 1: C1=CN(C(=O)N=C1N)C2C(C(C(O2)CO)O)O.Cl. Cell line: SW-620. Drug 2: CCCCCOC(=O)NC1=NC(=O)N(C=C1F)C2C(C(C(O2)C)O)O. Synergy scores: CSS=42.6, Synergy_ZIP=-2.30, Synergy_Bliss=-1.36, Synergy_Loewe=-53.2, Synergy_HSA=-1.59. (3) Drug 1: C1=NNC2=C1C(=O)NC=N2. Drug 2: C1CC(=O)NC(=O)C1N2C(=O)C3=CC=CC=C3C2=O. Cell line: UACC-257. Synergy scores: CSS=0.177, Synergy_ZIP=1.84, Synergy_Bliss=3.04, Synergy_Loewe=-1.76, Synergy_HSA=-1.78. (4) Drug 1: C1CCC(C(C1)N)N.C(=O)(C(=O)[O-])[O-].[Pt+4]. Drug 2: CC12CCC3C(C1CCC2OP(=O)(O)O)CCC4=C3C=CC(=C4)OC(=O)N(CCCl)CCCl.[Na+]. Cell line: A498. Synergy scores: CSS=6.51, Synergy_ZIP=10.9, Synergy_Bliss=16.4, Synergy_Loewe=-10.2, Synergy_HSA=-7.85. (5) Drug 1: CCC1=CC2CC(C3=C(CN(C2)C1)C4=CC=CC=C4N3)(C5=C(C=C6C(=C5)C78CCN9C7C(C=CC9)(C(C(C8N6C)(C(=O)OC)O)OC(=O)C)CC)OC)C(=O)OC.C(C(C(=O)O)O)(C(=O)O)O. Drug 2: C1=NC2=C(N=C(N=C2N1C3C(C(C(O3)CO)O)O)F)N. Cell line: RPMI-8226. Synergy scores: CSS=9.39, Synergy_ZIP=-4.10, Synergy_Bliss=-8.82, Synergy_Loewe=-50.1, Synergy_HSA=-8.57.